Dataset: Full USPTO retrosynthesis dataset with 1.9M reactions from patents (1976-2016). Task: Predict the reactants needed to synthesize the given product. (1) Given the product [NH2:1][C:2]1[C:3]2[C:10]([C:11]3[CH:12]=[CH:13][C:14]([O:17][CH2:18][C:19]4[N:23]([CH2:24][O:25][C:26](=[O:31])[C:27]([CH3:30])([CH3:29])[CH3:28])[N:22]=[N:21][CH:20]=4)=[CH:15][CH:16]=3)=[C:9]([Br:51])[N:8]([C@@H:32]3[CH2:36][CH2:35][N:34]([C:37]([O:39][C:40]([CH3:43])([CH3:42])[CH3:41])=[O:38])[CH2:33]3)[C:4]=2[N:5]=[CH:6][N:7]=1, predict the reactants needed to synthesize it. The reactants are: [NH2:1][C:2]1[C:3]2[C:10]([C:11]3[CH:16]=[CH:15][C:14]([O:17][CH2:18][C:19]4[N:23]([CH2:24][O:25][C:26](=[O:31])[C:27]([CH3:30])([CH3:29])[CH3:28])[N:22]=[N:21][CH:20]=4)=[CH:13][CH:12]=3)=[CH:9][N:8]([C@@H:32]3[CH2:36][CH2:35][N:34]([C:37]([O:39][C:40]([CH3:43])([CH3:42])[CH3:41])=[O:38])[CH2:33]3)[C:4]=2[N:5]=[CH:6][N:7]=1.C1C(=O)N([Br:51])C(=O)C1. (2) Given the product [Cl:1][C:2]1[N:7]=[C:6]([NH:27][CH3:26])[N:5]=[C:4]([N:12]2[C@H:17]([C:18]([F:19])([F:20])[F:21])[CH2:16][CH2:15][C@H:14]([C:22]([NH:44][CH:39]3[CH2:38][CH2:37][CH2:41][CH2:40]3)=[O:24])[CH2:13]2)[CH:3]=1, predict the reactants needed to synthesize it. The reactants are: [Cl:1][C:2]1[N:7]=[C:6](S(C)(=O)=O)[N:5]=[C:4]([N:12]2[C@H:17]([C:18]([F:21])([F:20])[F:19])[CH2:16][CH2:15][C@H:14]([C:22]([OH:24])=O)[CH2:13]2)[CH:3]=1.C[CH2:26][N:27](C(C)C)C(C)C.CN.C1[CH:37]=[CH:38][C:39]2[N:44](O)N=N[C:40]=2[CH:41]=1.C(Cl)CCl.CN1CCOCC1.C1(N)CCCC1. (3) Given the product [N:16]1[C:17]2[C:22](=[CH:21][CH:20]=[CH:19][CH:18]=2)[CH:23]=[CH:24][C:15]=1[N:13]1[CH2:14][CH:11]([NH:10][C:5]2[C:4]([NH2:1])=[CH:9][CH:8]=[CH:7][N:6]=2)[CH2:12]1, predict the reactants needed to synthesize it. The reactants are: [N+:1]([C:4]1[C:5]([NH:10][CH:11]2[CH2:14][N:13]([C:15]3[CH:24]=[CH:23][C:22]4[C:17](=[CH:18][CH:19]=[CH:20][CH:21]=4)[N:16]=3)[CH2:12]2)=[N:6][CH:7]=[CH:8][CH:9]=1)([O-])=O.C(O)(=O)C. (4) Given the product [C:1]([O:5][C:6]([N:8]1[C@@H:16]2[C@@H:11]([CH2:12][CH2:13][CH2:14][CH2:15]2)[CH2:10][C@H:9]1[C:17]1[N:18]([CH2:19][CH2:20][C:21]#[N:22])[N:30]=[N:29][N:28]=1)=[O:7])([CH3:4])([CH3:3])[CH3:2], predict the reactants needed to synthesize it. The reactants are: [C:1]([O:5][C:6]([N:8]1[C@@H:16]2[C@@H:11]([CH2:12][CH2:13][CH2:14][CH2:15]2)[CH2:10][C@H:9]1[C:17](=O)[NH:18][CH2:19][CH2:20][C:21]#[N:22])=[O:7])([CH3:4])([CH3:3])[CH3:2].C[Si]([N:28]=[N+:29]=[N-:30])(C)C.C1(P(C2C=CC=CC=2)C2C=CC=CC=2)C=CC=CC=1.